Dataset: Forward reaction prediction with 1.9M reactions from USPTO patents (1976-2016). Task: Predict the product of the given reaction. (1) Given the reactants [OH:1][CH2:2][CH2:3][N:4]1[CH2:8][CH2:7][NH:6][C:5]1=[O:9].C(=O)(O)[O-:11].[Na+].[Br-].[Na+].ClN1C(=O)N(Cl)C(=O)N(Cl)C1=O, predict the reaction product. The product is: [O:9]=[C:5]1[NH:6][CH2:7][CH2:8][N:4]1[CH2:3][C:2]([OH:11])=[O:1]. (2) Given the reactants Cl[C:2]1[N:7]=[CH:6][C:5]([NH:8][C:9]2[N:14]=[C:13]([NH:15][CH3:16])[C:12]([C:17]([F:20])([F:19])[F:18])=[CH:11][N:10]=2)=[C:4]([O:21][CH3:22])[CH:3]=1.C([Sn](CCCC)(CCCC)[C:28]1[S:32][CH:31]=[N:30][CH:29]=1)CCC, predict the reaction product. The product is: [CH3:22][O:21][C:4]1[CH:3]=[C:2]([C:28]2[S:32][CH:31]=[N:30][CH:29]=2)[N:7]=[CH:6][C:5]=1[NH:8][C:9]1[N:14]=[C:13]([NH:15][CH3:16])[C:12]([C:17]([F:20])([F:19])[F:18])=[CH:11][N:10]=1. (3) The product is: [F:27][C:2]([F:1])([F:26])[C:3]([NH:5][CH2:6][C:7]1[CH:12]=[CH:11][C:10]([CH2:13][CH2:14][CH2:15][CH2:16][CH2:17][O:18][C:19]2[CH:20]=[CH:21][C:22]([F:25])=[CH:23][CH:24]=2)=[CH:9][CH:8]=1)=[O:4]. Given the reactants [F:1][C:2]([F:27])([F:26])[C:3]([NH:5][CH2:6][C:7]1[CH:12]=[CH:11][C:10]([C:13]#[C:14][CH2:15][CH2:16][CH2:17][O:18][C:19]2[CH:24]=[CH:23][C:22]([F:25])=[CH:21][CH:20]=2)=[CH:9][CH:8]=1)=[O:4], predict the reaction product. (4) Given the reactants [F:1][C:2]1[CH:8]=[C:7](I)[CH:6]=[CH:5][C:3]=1[NH2:4].[CH3:10][N:11]1[CH2:17][CH2:16][CH2:15][NH:14][CH2:13][CH2:12]1.C(O)CO.[O-]P([O-])([O-])=O.[K+].[K+].[K+], predict the reaction product. The product is: [CH3:10][N:11]1[CH2:17][CH2:16][CH2:15][N:14]([C:7]2[CH:6]=[CH:5][C:3]([NH2:4])=[C:2]([F:1])[CH:8]=2)[CH2:13][CH2:12]1. (5) Given the reactants [CH3:1][C:2]1[N:7]=[C:6]([CH2:8]O)[CH:5]=[CH:4][CH:3]=1.S(Cl)([Cl:12])=O, predict the reaction product. The product is: [Cl:12][CH2:8][C:6]1[CH:5]=[CH:4][CH:3]=[C:2]([CH3:1])[N:7]=1. (6) Given the reactants [N-:1]=[N+:2]=[N-:3].[Na+].[Cl-].[NH4+].[C:7]1([NH:13][C:14]2[C:23]3[C:18](=[CH:19][N:20]=[CH:21][CH:22]=3)[C:17]3[CH:24]=[CH:25][C:26]([C:28]#[N:29])=[CH:27][C:16]=3[N:15]=2)[CH:12]=[CH:11][CH:10]=[CH:9][CH:8]=1, predict the reaction product. The product is: [C:7]1([NH:13][C:14]2[C:23]3[C:18](=[CH:19][N:20]=[CH:21][CH:22]=3)[C:17]3[CH:24]=[CH:25][C:26]([C:28]4[NH:29][N:3]=[N:2][N:1]=4)=[CH:27][C:16]=3[N:15]=2)[CH:12]=[CH:11][CH:10]=[CH:9][CH:8]=1.